From a dataset of Forward reaction prediction with 1.9M reactions from USPTO patents (1976-2016). Predict the product of the given reaction. (1) Given the reactants [C:1]1([CH2:7][CH2:8][CH2:9][CH2:10][OH:11])[CH:6]=[CH:5][CH:4]=[CH:3][CH:2]=1.[H-].[Na+].[N+:14]([C:17]1[CH:18]=[C:19](Cl)[CH:20]=[CH:21][C:22]=1[N+:23]([O-:25])=[O:24])([O-:16])=[O:15], predict the reaction product. The product is: [C:1]1([CH2:7][CH2:8][CH2:9][CH2:10][O:11][C:19]2[CH:20]=[CH:21][C:22]([N+:23]([O-:25])=[O:24])=[C:17]([N+:14]([O-:16])=[O:15])[CH:18]=2)[CH:6]=[CH:5][CH:4]=[CH:3][CH:2]=1. (2) Given the reactants [C@H:1]1([NH:10][C:11]2[CH:20]=[CH:19][C:18]3[C:13](=[CH:14][CH:15]=[C:16]([NH2:21])[CH:17]=3)[N:12]=2)[C:9]2[C:4](=[CH:5][CH:6]=[CH:7][CH:8]=2)[CH2:3][CH2:2]1.[N:22]([C:25]1[CH:30]=[CH:29][N:28]=[C:27]([N:31]2[CH2:36][CH2:35][O:34][CH2:33][CH2:32]2)[CH:26]=1)=[C:23]=[O:24], predict the reaction product. The product is: [C@H:1]1([NH:10][C:11]2[CH:20]=[CH:19][C:18]3[C:13](=[CH:14][CH:15]=[C:16]([NH:21][C:23]([NH:22][C:25]4[CH:30]=[CH:29][N:28]=[C:27]([N:31]5[CH2:32][CH2:33][O:34][CH2:35][CH2:36]5)[CH:26]=4)=[O:24])[CH:17]=3)[N:12]=2)[C:9]2[C:4](=[CH:5][CH:6]=[CH:7][CH:8]=2)[CH2:3][CH2:2]1. (3) Given the reactants [C:1](=[S:11])([S:3][CH2:4][CH2:5][C:6]([F:10])=[C:7]([F:9])[F:8])[NH2:2].[CH2:12](OC(OCC)CCl)[CH3:13].O.C1(C)C=CC(S(O)(=O)=O)=CC=1, predict the reaction product. The product is: [F:10][C:6](=[C:7]([F:9])[F:8])[CH2:5][CH2:4][S:3][C:1]1[S:11][CH:12]=[CH:13][N:2]=1. (4) Given the reactants C([O:4][CH2:5][CH2:6][CH2:7][C:8]1[CH:9]=[C:10]2[C:14](=[CH:15][CH:16]=1)[NH:13][CH:12]=[C:11]2[C:17](=[O:36])[CH:18]([C:28]1[CH:33]=[N:32][C:31]([O:34][CH3:35])=[CH:30][N:29]=1)[NH:19][C:20]1[CH:21]=[N:22][CH:23]=[C:24]([O:26][CH3:27])[CH:25]=1)(=O)C.C(=O)([O-])[O-].[K+].[K+], predict the reaction product. The product is: [OH:4][CH2:5][CH2:6][CH2:7][C:8]1[CH:9]=[C:10]2[C:14](=[CH:15][CH:16]=1)[NH:13][CH:12]=[C:11]2[C:17](=[O:36])[CH:18]([C:28]1[CH:33]=[N:32][C:31]([O:34][CH3:35])=[CH:30][N:29]=1)[NH:19][C:20]1[CH:21]=[N:22][CH:23]=[C:24]([O:26][CH3:27])[CH:25]=1. (5) Given the reactants [NH2:1][C@H:2]1[C@H:6]([O:7][C:8]2[C:17]3[C:12](=[CH:13][CH:14]=[C:15]([O:18][CH3:19])[CH:16]=3)[N:11]=[CH:10][N:9]=2)[CH2:5][N:4]([CH2:20][C@H:21]2[O:25][C:24](=[O:26])[N:23]([C:27]3[CH:28]=[CH:29][C:30]4[S:35][CH2:34][C:33](=[O:36])[NH:32][C:31]=4[CH:37]=3)[CH2:22]2)[CH2:3]1.[C:38](N1C=CN=C1)(=[O:40])[CH3:39].CCN(C(C)C)C(C)C, predict the reaction product. The product is: [CH3:19][O:18][C:15]1[CH:16]=[C:17]2[C:12](=[CH:13][CH:14]=1)[N:11]=[CH:10][N:9]=[C:8]2[O:7][C@@H:6]1[CH2:5][N:4]([CH2:20][C@H:21]2[O:25][C:24](=[O:26])[N:23]([C:27]3[CH:28]=[CH:29][C:30]4[S:35][CH2:34][C:33](=[O:36])[NH:32][C:31]=4[CH:37]=3)[CH2:22]2)[CH2:3][C@H:2]1[NH:1][C:38](=[O:40])[CH3:39]. (6) Given the reactants [NH3:1].CO.Br[CH2:5][C:6]1[C:7]([F:23])=[C:8]([O:13][C:14]2[CH:15]=[C:16]([CH:19]=[C:20]([Cl:22])[CH:21]=2)[C:17]#[N:18])[C:9]([F:12])=[CH:10][CH:11]=1, predict the reaction product. The product is: [NH2:1][CH2:5][C:6]1[C:7]([F:23])=[C:8]([O:13][C:14]2[CH:15]=[C:16]([CH:19]=[C:20]([Cl:22])[CH:21]=2)[C:17]#[N:18])[C:9]([F:12])=[CH:10][CH:11]=1. (7) Given the reactants [OH:1][C:2]1[CH:11]=[C:10]2[C:5]([CH:6]=[CH:7][CH:8]=[N:9]2)=[CH:4][CH:3]=1.N1C=CC=CC=1.[F:18][C:19]([F:32])([F:31])[S:20](O[S:20]([C:19]([F:32])([F:31])[F:18])(=[O:22])=[O:21])(=[O:22])=[O:21], predict the reaction product. The product is: [F:18][C:19]([F:32])([F:31])[S:20]([O:1][C:2]1[CH:11]=[C:10]2[C:5]([CH:6]=[CH:7][CH:8]=[N:9]2)=[CH:4][CH:3]=1)(=[O:22])=[O:21]. (8) Given the reactants [Cl:1][C:2]1[C:7]([CH3:8])=[C:6](N)[N:5]2[N:10]=[CH:11][CH:12]=[C:4]2[N:3]=1.[N+]([O-])(OCCC(C)C)=O, predict the reaction product. The product is: [Cl:1][C:2]1[C:7]([CH3:8])=[CH:6][N:5]2[N:10]=[CH:11][CH:12]=[C:4]2[N:3]=1.